This data is from Full USPTO retrosynthesis dataset with 1.9M reactions from patents (1976-2016). The task is: Predict the reactants needed to synthesize the given product. (1) Given the product [OH:8][CH2:7][CH:4]1[CH2:5][CH2:6][N:1]([C:15]#[N:14])[CH2:2][CH2:3]1, predict the reactants needed to synthesize it. The reactants are: [NH:1]1[CH2:6][CH2:5][CH:4]([CH2:7][OH:8])[CH2:3][CH2:2]1.C([O-])(O)=O.[Na+].[N:14]#[C:15]Br. (2) Given the product [CH:2]1([CH2:5][O:6][C:7]2[CH:12]=[CH:11][C:10]([F:13])=[CH:9][C:8]=2[C:14]2[CH:19]=[CH:18][N:17]=[C:16]3[C:20]([C:24]([NH:26][CH:27]4[CH2:28][CH2:29][N:30]([C:36](=[O:37])[CH2:35][O:34][CH3:33])[CH2:31][CH2:32]4)=[O:25])=[C:21]([CH3:23])[NH:22][C:15]=23)[CH2:4][CH2:3]1, predict the reactants needed to synthesize it. The reactants are: Cl.[CH:2]1([CH2:5][O:6][C:7]2[CH:12]=[CH:11][C:10]([F:13])=[CH:9][C:8]=2[C:14]2[CH:19]=[CH:18][N:17]=[C:16]3[C:20]([C:24]([NH:26][CH:27]4[CH2:32][CH2:31][NH:30][CH2:29][CH2:28]4)=[O:25])=[C:21]([CH3:23])[NH:22][C:15]=23)[CH2:4][CH2:3]1.[CH3:33][O:34][CH2:35][C:36](Cl)=[O:37]. (3) Given the product [CH3:27][C:13]1[C:12]2=[C:7]([OH:6])[CH:8]=[CH:9][CH:10]=[C:11]2[O:15][C:14]=1[CH2:16][C:17]1[CH:22]=[CH:21][CH:20]=[C:19]([C:23]([F:26])([F:24])[F:25])[CH:18]=1, predict the reactants needed to synthesize it. The reactants are: B(Br)(Br)Br.C[O:6][C:7]1[C:12]2[C:13]([CH3:27])=[C:14]([CH2:16][C:17]3[CH:22]=[CH:21][CH:20]=[C:19]([C:23]([F:26])([F:25])[F:24])[CH:18]=3)[O:15][C:11]=2[CH:10]=[CH:9][CH:8]=1.C(=O)(O)[O-].[Na+]. (4) Given the product [CH:1]1([CH:7]([C:9]2[C:10]3[CH:17]=[CH:16][N:15]([CH2:18][O:19][CH2:20][CH2:21][Si:22]([CH3:25])([CH3:24])[CH3:23])[C:11]=3[N:12]=[CH:13][N:14]=2)[NH2:27])[CH2:6][CH2:5][CH2:4][CH2:3][CH2:2]1, predict the reactants needed to synthesize it. The reactants are: [CH:1]1([C:7]([C:9]2[C:10]3[CH:17]=[CH:16][N:15]([CH2:18][O:19][CH2:20][CH2:21][Si:22]([CH3:25])([CH3:24])[CH3:23])[C:11]=3[N:12]=[CH:13][N:14]=2)=O)[CH2:6][CH2:5][CH2:4][CH2:3][CH2:2]1.Cl.[NH2:27]O.C([O-])(=O)C.[NH4+].N. (5) Given the product [CH3:1][C:2]1([NH2:45])[C:12]2=[C:13]3[C:8](=[CH:9][CH:10]=[CH:11]2)[CH:7]=[CH:6][CH:5]=[C:4]3[CH2:3]1, predict the reactants needed to synthesize it. The reactants are: [CH3:1][C:2]1(C(N)=O)[C:12]2=[C:13]3[C:8](=[CH:9][CH:10]=[CH:11]2)[CH:7]=[CH:6][CH:5]=[C:4]3[CH2:3]1.FC(F)(F)C(OI(C1C=CC=CC=1)OC(=O)C(F)(F)F)=O.C(=O)(O)[O-].[Na+].CC#[N:45]. (6) Given the product [CH3:45][S:46]([OH:49])(=[O:48])=[O:47].[NH2:8][CH2:9][C:10]([O:12][C@H:13]1[CH2:18][CH2:17][CH2:16][CH2:15][C@@H:14]1[NH:19][C:20]1[CH:25]=[C:24]([N:26]2[C:34]3[CH2:33][C:32]([CH3:35])([CH3:36])[CH2:31][C:30](=[O:37])[C:29]=3[C:28]([C:38]([F:39])([F:41])[F:40])=[N:27]2)[CH:23]=[CH:22][C:21]=1[C:42](=[O:44])[NH2:43])=[O:11], predict the reactants needed to synthesize it. The reactants are: C(OC([NH:8][CH2:9][C:10]([O:12][C@H:13]1[CH2:18][CH2:17][CH2:16][CH2:15][C@@H:14]1[NH:19][C:20]1[CH:25]=[C:24]([N:26]2[C:34]3[CH2:33][C:32]([CH3:36])([CH3:35])[CH2:31][C:30](=[O:37])[C:29]=3[C:28]([C:38]([F:41])([F:40])[F:39])=[N:27]2)[CH:23]=[CH:22][C:21]=1[C:42](=[O:44])[NH2:43])=[O:11])=O)(C)(C)C.[CH3:45][S:46]([OH:49])(=[O:48])=[O:47].